Dataset: NCI-60 drug combinations with 297,098 pairs across 59 cell lines. Task: Regression. Given two drug SMILES strings and cell line genomic features, predict the synergy score measuring deviation from expected non-interaction effect. (1) Drug 1: CC1=CC2C(CCC3(C2CCC3(C(=O)C)OC(=O)C)C)C4(C1=CC(=O)CC4)C. Drug 2: B(C(CC(C)C)NC(=O)C(CC1=CC=CC=C1)NC(=O)C2=NC=CN=C2)(O)O. Cell line: MOLT-4. Synergy scores: CSS=-1.62, Synergy_ZIP=-9.41, Synergy_Bliss=-23.9, Synergy_Loewe=-41.0, Synergy_HSA=-20.6. (2) Drug 1: CC12CCC(CC1=CCC3C2CCC4(C3CC=C4C5=CN=CC=C5)C)O. Cell line: IGROV1. Synergy scores: CSS=3.15, Synergy_ZIP=-1.13, Synergy_Bliss=2.07, Synergy_Loewe=0.146, Synergy_HSA=0.955. Drug 2: CC1=C(C=C(C=C1)C(=O)NC2=CC(=CC(=C2)C(F)(F)F)N3C=C(N=C3)C)NC4=NC=CC(=N4)C5=CN=CC=C5.